This data is from Full USPTO retrosynthesis dataset with 1.9M reactions from patents (1976-2016). The task is: Predict the reactants needed to synthesize the given product. Given the product [Cl:1][C:2]1[CH:3]=[CH:4][C:5]([O:15][CH2:16][C:17]2[C:22]([F:23])=[CH:21][CH:20]=[CH:19][C:18]=2[F:24])=[C:6]([C:8]2[N:25]([C:26]3[CH:27]=[C:28]([C:32]([F:35])=[CH:33][CH:34]=3)[C:29]([OH:31])=[O:30])[C:11]([CH3:12])=[CH:10][CH:9]=2)[CH:7]=1, predict the reactants needed to synthesize it. The reactants are: [Cl:1][C:2]1[CH:3]=[CH:4][C:5]([O:15][CH2:16][C:17]2[C:22]([F:23])=[CH:21][CH:20]=[CH:19][C:18]=2[F:24])=[C:6]([C:8](=O)[CH2:9][CH2:10][C:11](=O)[CH3:12])[CH:7]=1.[NH2:25][C:26]1[CH:27]=[C:28]([C:32]([F:35])=[CH:33][CH:34]=1)[C:29]([OH:31])=[O:30].CC1C=CC(S(O)(=O)=O)=CC=1.